Dataset: Reaction yield outcomes from USPTO patents with 853,638 reactions. Task: Predict the reaction yield, written as a fraction of the theoretical maximum amount of product (1.0 means a 100% yield; for example, 0.34 means a 34% yield). The reactants are [Cl:1][C:2]1[CH:7]=[CH:6][CH:5]=[CH:4][C:3]=1[NH:8][C:9](=[O:22])[CH2:10][CH2:11][C:12]1[C:17](Br)=[CH:16][C:15]([O:19][CH3:20])=[CH:14][C:13]=1[Br:21].C(=O)([O-])[O-].[K+].[K+]. The catalyst is CN(C=O)C.[Cu]I. The product is [Br:21][C:13]1[CH:14]=[C:15]([O:19][CH3:20])[CH:16]=[C:17]2[C:12]=1[CH2:11][CH2:10][C:9](=[O:22])[N:8]2[C:3]1[CH:4]=[CH:5][CH:6]=[CH:7][C:2]=1[Cl:1]. The yield is 0.620.